From a dataset of Catalyst prediction with 721,799 reactions and 888 catalyst types from USPTO. Predict which catalyst facilitates the given reaction. (1) Reactant: [CH3:1][S:2]([C:5]1[CH:22]=[CH:21][C:8]([CH2:9][N:10]2[C:18](=[O:19])[C:17]3[C:12](=[CH:13][CH:14]=[CH:15][CH:16]=3)[C:11]2=[O:20])=[CH:7][CH:6]=1)(=[NH:4])=[O:3].[CH2:23]=O. Product: [CH3:23][N:4]=[S:2]([C:5]1[CH:6]=[CH:7][C:8]([CH2:9][N:10]2[C:18](=[O:19])[C:17]3[C:12](=[CH:13][CH:14]=[CH:15][CH:16]=3)[C:11]2=[O:20])=[CH:21][CH:22]=1)([CH3:1])=[O:3]. The catalyst class is: 15. (2) Reactant: [H-].[Na+].[NH2:3][CH:4]1[CH2:7][CH:6]([OH:8])[CH2:5]1.[CH2:9]([O:16][C:17]1[C:26]2[C:21](=[CH:22][C:23](F)=[C:24]([Cl:27])[CH:25]=2)[CH:20]=[CH:19][N:18]=1)[C:10]1[CH:15]=[CH:14][CH:13]=[CH:12][CH:11]=1. Product: [CH2:9]([O:16][C:17]1[C:26]2[C:21](=[CH:22][C:23]([O:8][CH:6]3[CH2:7][CH:4]([NH2:3])[CH2:5]3)=[C:24]([Cl:27])[CH:25]=2)[CH:20]=[CH:19][N:18]=1)[C:10]1[CH:11]=[CH:12][CH:13]=[CH:14][CH:15]=1. The catalyst class is: 44.